From a dataset of Catalyst prediction with 721,799 reactions and 888 catalyst types from USPTO. Predict which catalyst facilitates the given reaction. (1) Reactant: [OH:1][CH2:2][C:3]1[CH:4]=[C:5]([C:9](=[O:11])[CH3:10])[CH:6]=[CH:7][CH:8]=1.[CH:12]([C:14]1[CH:24]=[CH:23][C:17]([CH:18]=[CH:19][C:20]([OH:22])=[O:21])=[CH:16][CH:15]=1)=O.[OH-].[K+]. Product: [OH:1][CH2:2][C:3]1[CH:4]=[C:5]([C:9](=[O:11])/[CH:10]=[CH:12]/[C:14]2[CH:15]=[CH:16][C:17](/[CH:18]=[CH:19]/[C:20]([OH:22])=[O:21])=[CH:23][CH:24]=2)[CH:6]=[CH:7][CH:8]=1. The catalyst class is: 14. (2) Reactant: [H-].[Na+].[C:3]([O:10][CH3:11])(=[O:9])[CH2:4][C:5]([O:7][CH3:8])=[O:6].[C:12]([O:16][C:17](=[O:38])[CH2:18][CH2:19][CH2:20][CH2:21][CH2:22][CH2:23][CH2:24][CH2:25][CH2:26][CH2:27][CH2:28][CH2:29][CH2:30][CH2:31][CH2:32][CH2:33][CH2:34][CH2:35][CH2:36]Br)([CH3:15])([CH3:14])[CH3:13].C(OCC)(=O)C. Product: [CH3:8][O:7][C:5](=[O:6])[CH:4]([C:3]([O:10][CH3:11])=[O:9])[CH2:36][CH2:35][CH2:34][CH2:33][CH2:32][CH2:31][CH2:30][CH2:29][CH2:28][CH2:27][CH2:26][CH2:25][CH2:24][CH2:23][CH2:22][CH2:21][CH2:20][CH2:19][CH2:18][C:17]([O:16][C:12]([CH3:13])([CH3:15])[CH3:14])=[O:38]. The catalyst class is: 9. (3) Reactant: C(O[C:6]([N:8]1[C:16]2[C:11](=[CH:12][CH:13]=[C:14]([NH:17]C3CCN(CC4C=CC=CC=4)CC3)[CH:15]=2)[CH2:10][CH2:9]1)=[O:7])(C)(C)C.[CH2:31]([N:38]1[CH2:43][CH2:42]C(=O)C[CH2:39]1)[C:32]1[CH:37]=[CH:36][CH:35]=[CH:34][CH:33]=1.C(OC(N1[C:60]2[C:55](=[CH:56][CH:57]=[C:58](N)[CH:59]=2)[CH2:54][CH2:53]1)=O)(C)(C)C.[BH-](OC(C)=O)(OC(C)=O)O[C:64]([CH3:66])=O.[Na+].CC(O)=O. Product: [CH2:31]([N:38]1[CH2:39][CH2:10][CH:9]([N:8]([C:16]2[CH:15]=[C:14]3[C:13]([CH2:64][CH2:66][NH:17]3)=[CH:12][CH:11]=2)[C:6](=[O:7])/[CH:53]=[CH:54]/[C:55]2[CH:60]=[CH:59][CH:58]=[CH:57][CH:56]=2)[CH2:42][CH2:43]1)[C:32]1[CH:33]=[CH:34][CH:35]=[CH:36][CH:37]=1. The catalyst class is: 2. (4) Reactant: [Br:1][C:2]1[CH:7]=[C:6]([O:8][CH3:9])[CH:5]=[CH:4][C:3]=1[OH:10].Br[CH2:12][CH:13]([O:17][CH2:18][CH3:19])[O:14][CH2:15][CH3:16].C([O-])([O-])=O.[Cs+].[Cs+]. Product: [Br:1][C:2]1[CH:7]=[C:6]([O:8][CH3:9])[CH:5]=[CH:4][C:3]=1[O:10][CH2:12][CH:13]([O:17][CH2:18][CH3:19])[O:14][CH2:15][CH3:16]. The catalyst class is: 31. (5) Reactant: [I:1][C:2]1[CH:3]=[C:4]([CH:19]=[C:20]([I:22])[CH:21]=1)[C:5]([NH:7][NH:8][C:9](=[O:18])[C:10]1[CH:15]=[CH:14][CH:13]=[C:12]([O:16][CH3:17])[CH:11]=1)=O. Product: [I:1][C:2]1[CH:3]=[C:4]([C:5]2[O:18][C:9]([C:10]3[CH:15]=[CH:14][CH:13]=[C:12]([O:16][CH3:17])[CH:11]=3)=[N:8][N:7]=2)[CH:19]=[C:20]([I:22])[CH:21]=1. The catalyst class is: 265. (6) Reactant: [CH2:1]([O:3][C:4]([C:6]1([OH:9])[CH2:8][CH2:7]1)=[O:5])[CH3:2].N1C=CC=CC=1.[C:16](Cl)([Cl:18])=[O:17]. Product: [Cl:18][C:16]([O:9][C:6]1([C:4]([O:3][CH2:1][CH3:2])=[O:5])[CH2:8][CH2:7]1)=[O:17]. The catalyst class is: 2. (7) Product: [CH3:36][C:35]1[CH:37]=[CH:38][C:32]([S:29]([NH:3][C:4]2[CH:5]=[C:6]([N:10]3[C:14]4[CH:15]=[CH:16][C:17]([C:19]([NH:21][CH2:22][C:23]5[CH:24]=[N:25][CH:26]=[CH:27][CH:28]=5)=[O:20])=[CH:18][C:13]=4[N:12]=[CH:11]3)[CH:7]=[CH:8][CH:9]=2)(=[O:31])=[O:30])=[CH:33][CH:34]=1. Reactant: Cl.Cl.[NH2:3][C:4]1[CH:5]=[C:6]([N:10]2[C:14]3[CH:15]=[CH:16][C:17]([C:19]([NH:21][CH2:22][C:23]4[CH:24]=[N:25][CH:26]=[CH:27][CH:28]=4)=[O:20])=[CH:18][C:13]=3[N:12]=[CH:11]2)[CH:7]=[CH:8][CH:9]=1.[S:29](Cl)([C:32]1[CH:38]=[CH:37][C:35]([CH3:36])=[CH:34][CH:33]=1)(=[O:31])=[O:30].CCN(CC)CC. The catalyst class is: 1.